Task: Predict the product of the given reaction.. Dataset: Forward reaction prediction with 1.9M reactions from USPTO patents (1976-2016) (1) The product is: [CH2:1]([C@@:4]1([CH3:34])[CH2:9][C@H:8]([C:10]2[CH:15]=[CH:14][CH:13]=[C:12]([Cl:16])[CH:11]=2)[C@@H:7]([C:17]2[CH:18]=[CH:19][C:20]([Cl:23])=[CH:21][CH:22]=2)[N:6]([C@H:24]([CH2:27][CH2:28][CH2:29][C:30]([OH:32])([CH3:35])[CH3:31])[CH2:25][CH3:26])[C:5]1=[O:33])[CH:2]=[CH2:3]. Given the reactants [CH2:1]([C@@:4]1([CH3:34])[CH2:9][C@H:8]([C:10]2[CH:15]=[CH:14][CH:13]=[C:12]([Cl:16])[CH:11]=2)[C@@H:7]([C:17]2[CH:22]=[CH:21][C:20]([Cl:23])=[CH:19][CH:18]=2)[N:6]([C@H:24]([CH2:27][CH2:28][CH2:29][C:30](=[O:32])[CH3:31])[CH2:25][CH3:26])[C:5]1=[O:33])[CH:2]=[CH2:3].[CH3:35][Mg]Br, predict the reaction product. (2) Given the reactants [O:1]=[C:2]1[C:11]2=[N:12][N:13]([C:21]3[CH:26]=[CH:25][CH:24]=[CH:23][CH:22]=3)[C:14]([CH2:15][C:16]([O:18]CC)=[O:17])=[C:10]2[C:9]2[CH:8]=[CH:7][CH:6]=[CH:5][C:4]=2[NH:3]1.Cl, predict the reaction product. The product is: [O:1]=[C:2]1[C:11]2=[N:12][N:13]([C:21]3[CH:22]=[CH:23][CH:24]=[CH:25][CH:26]=3)[C:14]([CH2:15][C:16]([OH:18])=[O:17])=[C:10]2[C:9]2[CH:8]=[CH:7][CH:6]=[CH:5][C:4]=2[NH:3]1.